From a dataset of Catalyst prediction with 721,799 reactions and 888 catalyst types from USPTO. Predict which catalyst facilitates the given reaction. (1) Reactant: [CH3:1][C:2]1([CH3:15])[CH2:6][N:5](CC2C=CC=CC=2)[CH2:4][C@H:3]1[OH:14].[ClH:16]. Product: [ClH:16].[CH3:1][C:2]1([CH3:15])[CH2:6][NH:5][CH2:4][C@H:3]1[OH:14]. The catalyst class is: 19. (2) Reactant: [CH2:1]([O:3][C:4]([C:6]1[C:7]2[C:15](=O)[C:14](=[CH:17][N:18]([CH3:20])C)[CH2:13][CH2:12][CH2:11][C:8]=2[NH:9][CH:10]=1)=[O:5])[CH3:2].C(O)(=O)C.C(N)=[NH:26]. Product: [CH2:1]([O:3][C:4]([C:6]1[C:7]2[C:15]3[N:26]=[CH:20][N:18]=[CH:17][C:14]=3[CH2:13][CH2:12][CH2:11][C:8]=2[NH:9][CH:10]=1)=[O:5])[CH3:2]. The catalyst class is: 271. (3) Reactant: [Br:1][C:2]1[CH:3]=[C:4]2[C:8](=[CH:9][CH:10]=1)[C:7](=[C:11]([C:15]#[N:16])C([O-])=O)[CH2:6][CH2:5]2.[C-:17]#[N:18].[K+]. Product: [Br:1][C:2]1[CH:3]=[C:4]2[C:8](=[CH:9][CH:10]=1)[C:7]([CH2:11][C:15]#[N:16])([C:17]#[N:18])[CH2:6][CH2:5]2. The catalyst class is: 40. (4) Reactant: C([O:5][C:6]1[N:11]=[CH:10][C:9]([O:12][CH:13]2[CH2:16][N:15]([C:17]3[C:18]([F:25])=[C:19]([CH2:23][OH:24])[CH:20]=[CH:21][CH:22]=3)[CH2:14]2)=[CH:8][CH:7]=1)(C)(C)C.C(O)(C(F)(F)F)=O. Product: [F:25][C:18]1[C:19]([CH2:23][OH:24])=[CH:20][CH:21]=[CH:22][C:17]=1[N:15]1[CH2:14][CH:13]([O:12][C:9]2[CH:8]=[CH:7][C:6](=[O:5])[NH:11][CH:10]=2)[CH2:16]1. The catalyst class is: 4. (5) Reactant: Br[C:2]1[N:10]=[CH:9][N:8]=[C:7]2[C:3]=1[N:4]=[CH:5][NH:6]2.[NH2:11][CH:12]([C:14]1[C:15]([O:37][CH3:38])=[C:16]([C:22]2[CH:27]=[CH:26][C:25]([C:28]([N:30]3[CH2:33][CH:32]([C:34]#[N:35])[CH2:31]3)=[O:29])=[C:24]([F:36])[CH:23]=2)[C:17]([CH3:21])=[C:18]([Cl:20])[CH:19]=1)[CH3:13].C(N(CC)C(C)C)(C)C. Product: [Cl:20][C:18]1[C:17]([CH3:21])=[C:16]([C:22]2[CH:27]=[CH:26][C:25]([C:28]([N:30]3[CH2:33][CH:32]([C:34]#[N:35])[CH2:31]3)=[O:29])=[C:24]([F:36])[CH:23]=2)[C:15]([O:37][CH3:38])=[C:14]([CH:12]([NH:11][C:2]2[N:10]=[CH:9][N:8]=[C:7]3[C:3]=2[N:4]=[CH:5][NH:6]3)[CH3:13])[CH:19]=1. The catalyst class is: 32. (6) Product: [C:1]([C:5]1[CH:9]=[C:8]([NH:10][C:11]([NH:13][C:14]2[C:23]3[C:18](=[CH:19][CH:20]=[CH:21][CH:22]=3)[CH:17]=[CH:16][CH:15]=2)=[O:12])[N:7]([C:24]2[CH:29]=[CH:28][C:27]([CH:30]=[O:31])=[CH:26][CH:25]=2)[N:6]=1)([CH3:4])([CH3:2])[CH3:3]. The catalyst class is: 177. Reactant: [C:1]([C:5]1[CH:9]=[C:8]([NH:10][C:11]([NH:13][C:14]2[C:23]3[C:18](=[CH:19][CH:20]=[CH:21][CH:22]=3)[CH:17]=[CH:16][CH:15]=2)=[O:12])[N:7]([C:24]2[CH:29]=[CH:28][C:27]([CH2:30][OH:31])=[CH:26][CH:25]=2)[N:6]=1)([CH3:4])([CH3:3])[CH3:2]. (7) Reactant: [C:1]([C:3]1[CH:8]=[CH:7][C:6]([C:9]2[N:13]3[CH:14]=[C:15]([C:18]4[CH:26]=[CH:25][C:21]([C:22]([OH:24])=O)=[CH:20][CH:19]=4)[CH:16]=[CH:17][C:12]3=[N:11][CH:10]=2)=[CH:5][CH:4]=1)#[N:2].CN(C(ON1N=NC2C=CC=NC1=2)=[N+](C)C)C.F[P-](F)(F)(F)(F)F.CN1CCOCC1.[CH3:58][N:59]1[CH2:64][CH2:63][CH:62]([CH2:65][CH2:66][NH2:67])[CH2:61][CH2:60]1. Product: [C:1]([C:3]1[CH:4]=[CH:5][C:6]([C:9]2[N:13]3[CH:14]=[C:15]([C:18]4[CH:19]=[CH:20][C:21]([C:22]([NH:67][CH2:66][CH2:65][CH:62]5[CH2:63][CH2:64][N:59]([CH3:58])[CH2:60][CH2:61]5)=[O:24])=[CH:25][CH:26]=4)[CH:16]=[CH:17][C:12]3=[N:11][CH:10]=2)=[CH:7][CH:8]=1)#[N:2]. The catalyst class is: 18.